Regression. Given a peptide amino acid sequence and an MHC pseudo amino acid sequence, predict their binding affinity value. This is MHC class II binding data. From a dataset of Peptide-MHC class II binding affinity with 134,281 pairs from IEDB. (1) The binding affinity (normalized) is 0.528. The peptide sequence is QAVLTATNFFGINTI. The MHC is DRB1_0101 with pseudo-sequence DRB1_0101. (2) The peptide sequence is AYVYFASDASTYTTG. The MHC is HLA-DQA10102-DQB10502 with pseudo-sequence HLA-DQA10102-DQB10502. The binding affinity (normalized) is 0. (3) The peptide sequence is SSLGAHLDSDVSSCP. The MHC is DRB1_0101 with pseudo-sequence DRB1_0101. The binding affinity (normalized) is 0.00965. (4) The peptide sequence is FTDASTVASAQIH. The MHC is HLA-DQA10101-DQB10501 with pseudo-sequence HLA-DQA10101-DQB10501. The binding affinity (normalized) is 0.339.